Dataset: Catalyst prediction with 721,799 reactions and 888 catalyst types from USPTO. Task: Predict which catalyst facilitates the given reaction. (1) Reactant: CO[C:3](OC)([N:5]([CH3:7])[CH3:6])[CH3:4].[NH2:10][C:11]([NH2:13])=[S:12]. Product: [NH2:10][C:11](/[N:13]=[C:3](/[N:5]([CH3:7])[CH3:6])\[CH3:4])=[S:12]. The catalyst class is: 2. (2) Reactant: [CH3:1][O:2][C:3]([C:5]1([N:13]([OH:26])[C:14](=[O:25])[CH2:15][C:16]2[C:21]([CH3:22])=[CH:20][C:19]([CH3:23])=[CH:18][C:17]=2[CH3:24])[CH2:10][CH2:9][N:8]([O:11][CH3:12])[CH2:7][CH2:6]1)=[O:4].[O:27]1[CH:31]=[CH:30][CH2:29][CH2:28]1.O.C1(C)C=CC(S(O)(=O)=O)=CC=1. Product: [CH3:1][O:2][C:3]([C:5]1([N:13]([O:26][CH:28]2[CH2:29][CH2:30][CH2:31][O:27]2)[C:14](=[O:25])[CH2:15][C:16]2[C:17]([CH3:24])=[CH:18][C:19]([CH3:23])=[CH:20][C:21]=2[CH3:22])[CH2:6][CH2:7][N:8]([O:11][CH3:12])[CH2:9][CH2:10]1)=[O:4]. The catalyst class is: 4. (3) Reactant: [F:1][C:2]1[CH:21]=[CH:20][CH:19]=[C:18]([F:22])[C:3]=1[CH2:4][C:5]1[CH:6]=[C:7]([O:16][CH3:17])[C:8]([O:14][CH3:15])=[C:9]([C:11](=[O:13])[CH3:12])[CH:10]=1.[CH3:23][C:24]1[CH:29]=[CH:28][N:27]=[C:26]([C:30](OC)=[O:31])[CH:25]=1.C[O-].[Na+]. Product: [F:1][C:2]1[CH:21]=[CH:20][CH:19]=[C:18]([F:22])[C:3]=1[CH2:4][C:5]1[CH:6]=[C:7]([O:16][CH3:17])[C:8]([O:14][CH3:15])=[C:9]([C:11](=[O:13])[CH2:12][C:30]([C:26]2[CH:25]=[C:24]([CH3:23])[CH:29]=[CH:28][N:27]=2)=[O:31])[CH:10]=1. The catalyst class is: 1. (4) Product: [C:30]1([C:7]([C:1]2[CH:2]=[CH:3][CH:4]=[CH:5][CH:6]=2)([C:24]2[CH:25]=[CH:26][CH:27]=[CH:28][CH:29]=2)[S:8][CH2:9][CH2:10][CH2:11][CH:12]([C:18]([OH:20])=[O:19])[CH2:13][CH2:14][C:15]([OH:17])=[O:16])[CH:35]=[CH:34][CH:33]=[CH:32][CH:31]=1. Reactant: [C:1]1([C:7]([C:30]2[CH:35]=[CH:34][CH:33]=[CH:32][CH:31]=2)([C:24]2[CH:29]=[CH:28][CH:27]=[CH:26][CH:25]=2)[S:8][CH2:9][CH2:10][CH2:11][C:12](C(O)=O)([C:18]([OH:20])=[O:19])[CH2:13][CH2:14][C:15]([OH:17])=[O:16])[CH:6]=[CH:5][CH:4]=[CH:3][CH:2]=1. The catalyst class is: 16. (5) Reactant: [CH2:1]([N:3]1[C:7]2=[N:8][C:9]([CH2:44][CH3:45])=[C:10]([CH2:19][NH:20][C:21](=[O:43])[C:22]3[CH:27]=[CH:26][C:25]([NH:28][C:29](=[O:42])[CH2:30][CH2:31][CH2:32][CH2:33][CH2:34][CH2:35][CH2:36][N:37]([CH2:39][CH2:40][OH:41])[CH3:38])=[CH:24][CH:23]=3)[C:11]([NH:12][CH:13]3[CH2:18][CH2:17][O:16][CH2:15][CH2:14]3)=[C:6]2[CH:5]=[N:4]1)[CH3:2].[C:46]12([CH2:56][S:57]([OH:60])(=[O:59])=[O:58])[C:53]([CH3:55])([CH3:54])[CH:50]([CH2:51][CH2:52]1)[CH2:49][C:47]2=[O:48]. Product: [C:46]12([CH2:56][S:57]([OH:60])(=[O:58])=[O:59])[C:53]([CH3:55])([CH3:54])[CH:50]([CH2:51][CH2:52]1)[CH2:49][C:47]2=[O:48].[CH2:1]([N:3]1[C:7]2=[N:8][C:9]([CH2:44][CH3:45])=[C:10]([CH2:19][NH:20][C:21](=[O:43])[C:22]3[CH:27]=[CH:26][C:25]([NH:28][C:29](=[O:42])[CH2:30][CH2:31][CH2:32][CH2:33][CH2:34][CH2:35][CH2:36][N:37]([CH2:39][CH2:40][OH:41])[CH3:38])=[CH:24][CH:23]=3)[C:11]([NH:12][CH:13]3[CH2:14][CH2:15][O:16][CH2:17][CH2:18]3)=[C:6]2[CH:5]=[N:4]1)[CH3:2]. The catalyst class is: 824. (6) The catalyst class is: 1. Product: [Cl:1][C:2]1[CH:3]=[C:4]([C@@:8]([C@@H:14]2[CH2:19][CH2:18][CH2:17][N:16]([C:20]([O:22][C:23]([CH3:24])([CH3:26])[CH3:25])=[O:21])[CH2:15]2)([O:10][CH2:11][CH2:12][N:31]2[C:27](=[O:37])[C:28]3[C:29](=[CH:33][CH:34]=[CH:35][CH:36]=3)[C:30]2=[O:32])[CH3:9])[CH:5]=[CH:6][CH:7]=1. Reactant: [Cl:1][C:2]1[CH:3]=[C:4]([C@@:8]([C@@H:14]2[CH2:19][CH2:18][CH2:17][N:16]([C:20]([O:22][C:23]([CH3:26])([CH3:25])[CH3:24])=[O:21])[CH2:15]2)([O:10][CH2:11][CH2:12]O)[CH3:9])[CH:5]=[CH:6][CH:7]=1.[C:27]1(=[O:37])[NH:31][C:30](=[O:32])[C:29]2=[CH:33][CH:34]=[CH:35][CH:36]=[C:28]12.C1(P(C2C=CC=CC=2)C2C=CC=CC=2)C=CC=CC=1.CC(OC(/N=N/C(OC(C)C)=O)=O)C. (7) Reactant: [C:1]1([C:7]2[NH:19][C:10]3=[C:11]4[C:16](=[CH:17][CH:18]=[C:9]3[C:8]=2[C:20](O)=[O:21])[CH:15]=[N:14][CH:13]=[CH:12]4)[CH:6]=[CH:5][CH:4]=[CH:3][CH:2]=1.CCN(C(C)C)C(C)C.[C:32]([O:36][C:37](=[O:49])[NH:38][CH2:39][C@@H:40]([NH2:48])[CH2:41][C:42]1[CH:47]=[CH:46][CH:45]=[CH:44][CH:43]=1)([CH3:35])([CH3:34])[CH3:33].CCN=C=NCCCN(C)C.Cl.C1C=CC2N(O)N=NC=2C=1. Product: [C:32]([O:36][C:37](=[O:49])[NH:38][CH2:39][C@@H:40]([NH:48][C:20]([C:8]1[C:9]2[C:10](=[C:11]3[C:16](=[CH:17][CH:18]=2)[CH:15]=[N:14][CH:13]=[CH:12]3)[NH:19][C:7]=1[C:1]1[CH:2]=[CH:3][CH:4]=[CH:5][CH:6]=1)=[O:21])[CH2:41][C:42]1[CH:43]=[CH:44][CH:45]=[CH:46][CH:47]=1)([CH3:35])([CH3:33])[CH3:34]. The catalyst class is: 3.